This data is from Catalyst prediction with 721,799 reactions and 888 catalyst types from USPTO. The task is: Predict which catalyst facilitates the given reaction. (1) Reactant: [CH3:1][O:2][C:3]1[C:4]([C:30]2[N:31]=[CH:32][O:33][CH:34]=2)=[CH:5][C:6]([CH:28]=C)=[C:7]([CH:27]=1)[N:8]([CH2:18][C:19]1[CH:24]=[CH:23][C:22]([O:25][CH3:26])=[CH:21][CH:20]=1)[CH2:9][C:10]1[CH:15]=[CH:14][C:13]([O:16][CH3:17])=[CH:12][CH:11]=1.N1C(C)=CC=CC=1C.I([O-])(=O)(=O)=[O:44].[Na+]. The catalyst class is: 785. Product: [CH3:26][O:25][C:22]1[CH:23]=[CH:24][C:19]([CH2:18][N:8]([CH2:9][C:10]2[CH:15]=[CH:14][C:13]([O:16][CH3:17])=[CH:12][CH:11]=2)[C:7]2[CH:27]=[C:3]([O:2][CH3:1])[C:4]([C:30]3[N:31]=[CH:32][O:33][CH:34]=3)=[CH:5][C:6]=2[CH:28]=[O:44])=[CH:20][CH:21]=1. (2) Reactant: [OH:1][CH:2]1[CH2:7][O:6][C:4](=[O:5])[CH2:3]1.[C:8](Cl)([C:10]1[CH:15]=[CH:14][CH:13]=[CH:12][CH:11]=1)=[O:9]. Product: [C:8]([O:1][C@@H:2]1[CH2:7][O:6][C:4](=[O:5])[CH2:3]1)(=[O:9])[C:10]1[CH:15]=[CH:14][CH:13]=[CH:12][CH:11]=1. The catalyst class is: 17. (3) Reactant: C(O)(C(F)(F)F)=O.C(OC([NH:15][C@@H:16]([CH2:21][CH2:22][C:23]([C:25]1[CH:30]=[CH:29][CH:28]=[CH:27][C:26]=1[Cl:31])=O)[C:17]([O:19][CH3:20])=[O:18])=O)(C)(C)C. Product: [Cl:31][C:26]1[CH:27]=[CH:28][CH:29]=[CH:30][C:25]=1[C:23]1[CH2:22][CH2:21][C@@H:16]([C:17]([O:19][CH3:20])=[O:18])[N:15]=1. The catalyst class is: 2. (4) Reactant: C([O:8][C:9]1[CH:10]=[C:11]([C:15]2[N:16]=[C:17]([N:30]3[CH2:35][CH2:34][O:33][CH2:32][CH2:31]3)[C:18]3[NH:23][CH:22]=[C:21]([C:24]4[CH2:25][CH2:26][NH:27][CH2:28][CH:29]=4)[C:19]=3[N:20]=2)[CH:12]=[CH:13][CH:14]=1)C1C=CC=CC=1. Product: [N:30]1([C:17]2[C:18]3[NH:23][CH:22]=[C:21]([CH:24]4[CH2:25][CH2:26][NH:27][CH2:28][CH2:29]4)[C:19]=3[N:20]=[C:15]([C:11]3[CH:10]=[C:9]([OH:8])[CH:14]=[CH:13][CH:12]=3)[N:16]=2)[CH2:35][CH2:34][O:33][CH2:32][CH2:31]1. The catalyst class is: 19. (5) Reactant: [NH2:1][C:2]1[CH:10]=[CH:9][C:8]([C:11]2[N:12]([C:27]([O:29][C:30]([CH3:33])([CH3:32])[CH3:31])=[O:28])[C:13]3[C:18]([CH:19]=2)=[CH:17][C:16]([CH2:20][N:21]2[CH2:26][CH2:25][CH2:24][CH2:23][CH2:22]2)=[CH:15][CH:14]=3)=[C:7]2[C:3]=1[CH2:4][NH:5][C:6]2=[O:34].N1C=CC=CC=1.[CH3:41][S:42](Cl)(=[O:44])=[O:43].O. Product: [CH3:41][S:42]([NH:1][C:2]1[CH:10]=[CH:9][C:8]([C:11]2[N:12]([C:27]([O:29][C:30]([CH3:31])([CH3:33])[CH3:32])=[O:28])[C:13]3[C:18]([CH:19]=2)=[CH:17][C:16]([CH2:20][N:21]2[CH2:26][CH2:25][CH2:24][CH2:23][CH2:22]2)=[CH:15][CH:14]=3)=[C:7]2[C:3]=1[CH2:4][NH:5][C:6]2=[O:34])(=[O:44])=[O:43]. The catalyst class is: 4. (6) Reactant: [C:1]1([C:7]2[C:11]([C:12]([F:15])([F:14])[F:13])=[C:10]([C:16]3[S:17][C:18]4[C:28]5[C:23](=[CH:24][C:25]([OH:29])=[CH:26][CH:27]=5)[CH2:22][CH2:21][C:19]=4[N:20]=3)[O:9][N:8]=2)[CH:6]=[CH:5][CH:4]=[CH:3][CH:2]=1.[S:30](O[S:30]([C:33]([F:36])([F:35])[F:34])(=[O:32])=[O:31])([C:33]([F:36])([F:35])[F:34])(=[O:32])=[O:31]. Product: [F:34][C:33]([F:36])([F:35])[S:30]([O:29][C:25]1[CH:24]=[C:23]2[C:28](=[CH:27][CH:26]=1)[C:18]1[S:17][C:16]([C:10]3[O:9][N:8]=[C:7]([C:1]4[CH:6]=[CH:5][CH:4]=[CH:3][CH:2]=4)[C:11]=3[C:12]([F:15])([F:14])[F:13])=[N:20][C:19]=1[CH2:21][CH2:22]2)(=[O:32])=[O:31]. The catalyst class is: 17. (7) Reactant: [Cl:1][C:2]1[CH:3]=[C:4]([CH:29]=[CH:30][C:31]=1[F:32])[CH2:5][N:6]1[CH2:15][CH2:14][C:13]2[C:8](=[C:9]([OH:27])[C:10](=[O:26])[N:11]3[CH2:19][CH:18]([CH2:20][O:21]C(=O)C)[O:17][C:16](=[O:25])[C:12]3=2)[C:7]1=[O:28].C[O-].[Na+]. Product: [Cl:1][C:2]1[CH:3]=[C:4]([CH:29]=[CH:30][C:31]=1[F:32])[CH2:5][N:6]1[CH2:15][CH2:14][C:13]2[C:8](=[C:9]([OH:27])[C:10](=[O:26])[N:11]3[CH2:19][CH:18]([CH2:20][OH:21])[O:17][C:16](=[O:25])[C:12]3=2)[C:7]1=[O:28]. The catalyst class is: 71.